This data is from Full USPTO retrosynthesis dataset with 1.9M reactions from patents (1976-2016). The task is: Predict the reactants needed to synthesize the given product. Given the product [CH2:23]([C:21]1[CH:20]=[CH:19][C:10]([O:11][C:12]2[CH:17]=[CH:16][CH:15]=[C:14]([F:18])[N:13]=2)=[C:9]([OH:8])[CH:22]=1)[CH3:24], predict the reactants needed to synthesize it. The reactants are: C([O:8][C:9]1[CH:22]=[C:21]([CH2:23][CH3:24])[CH:20]=[CH:19][C:10]=1[O:11][C:12]1[CH:17]=[CH:16][CH:15]=[C:14]([F:18])[N:13]=1)C1C=CC=CC=1.